This data is from Reaction yield outcomes from USPTO patents with 853,638 reactions. The task is: Predict the reaction yield, written as a fraction of the theoretical maximum amount of product (1.0 means a 100% yield; for example, 0.34 means a 34% yield). (1) The reactants are [F:1][C:2]1[C:3]([C:8]([OH:10])=O)=[N:4][CH:5]=[CH:6][CH:7]=1.[B-](F)(F)(F)F.CN(C(ON1N=NC2C1=CC=CC=2)=[N+](C)C)C.CN1CCOCC1.[CH3:40][CH:41]([CH3:45])[CH2:42][CH2:43][NH2:44]. The catalyst is CN(C)C=O. The product is [F:1][C:2]1[C:3]([C:8]([NH:44][CH2:43][CH2:42][CH:41]([CH3:45])[CH3:40])=[O:10])=[N:4][CH:5]=[CH:6][CH:7]=1. The yield is 0.420. (2) The reactants are [CH:1]([C:4]1[CH:9]=[CH:8][C:7]([CH:10]2[C:14]3[C:15]([CH3:22])=[C:16]([NH2:21])[C:17]([CH3:20])=[C:18]([CH3:19])[C:13]=3[O:12][C:11]2([CH3:24])[CH3:23])=[CH:6][CH:5]=1)([CH3:3])[CH3:2].[S:25]1[CH:29]=[CH:28][CH:27]=[C:26]1[C:30](Cl)=[O:31]. The catalyst is C(OCC)(=O)C.CCCCCC. The product is [CH:1]([C:4]1[CH:9]=[CH:8][C:7]([CH:10]2[C:14]3[C:15]([CH3:22])=[C:16]([NH:21][C:30]([C:26]4[S:25][CH:29]=[CH:28][CH:27]=4)=[O:31])[C:17]([CH3:20])=[C:18]([CH3:19])[C:13]=3[O:12][C:11]2([CH3:24])[CH3:23])=[CH:6][CH:5]=1)([CH3:3])[CH3:2]. The yield is 0.660. (3) The reactants are Cl[C:2]1[N:7]=[C:6]([NH:8][C@H:9]2[CH2:14][CH2:13][C@H:12]([OH:15])[CH2:11][CH2:10]2)[C:5](B(O)O)=[CH:4][N:3]=1.Br[C:20]1[CH:25]=[C:24]([CH2:26][N:27]2[CH2:32][CH2:31][O:30][CH2:29][CH2:28]2)[CH:23]=[CH:22][N:21]=1.C1(P(C2CCCCC2)C2CCCCC2)CCCCC1.[O-]P([O-])([O-])=O.[K+].[K+].[K+].[CH2:60]([NH2:64])[CH2:61][CH2:62][CH3:63]. The catalyst is C1C=CC(/C=C/C(/C=C/C2C=CC=CC=2)=O)=CC=1.C1C=CC(/C=C/C(/C=C/C2C=CC=CC=2)=O)=CC=1.C1C=CC(/C=C/C(/C=C/C2C=CC=CC=2)=O)=CC=1.[Pd].[Pd]. The product is [CH2:60]([NH:64][C:2]1[N:7]=[C:6]([NH:8][C@H:9]2[CH2:14][CH2:13][C@H:12]([OH:15])[CH2:11][CH2:10]2)[C:5]([C:20]2[CH:25]=[C:24]([CH2:26][N:27]3[CH2:32][CH2:31][O:30][CH2:29][CH2:28]3)[CH:23]=[CH:22][N:21]=2)=[CH:4][N:3]=1)[CH2:61][CH2:62][CH3:63]. The yield is 0.750.